From a dataset of Reaction yield outcomes from USPTO patents with 853,638 reactions. Predict the reaction yield, written as a fraction of the theoretical maximum amount of product (1.0 means a 100% yield; for example, 0.34 means a 34% yield). The reactants are F[C:2]1[CH:11]=[CH:10][C:5]([C:6]([O:8][CH3:9])=[O:7])=[CH:4][N:3]=1.[NH2:12][NH2:13]. The catalyst is C1COCC1. The product is [NH:12]([C:2]1[CH:11]=[CH:10][C:5]([C:6]([O:8][CH3:9])=[O:7])=[CH:4][N:3]=1)[NH2:13]. The yield is 0.895.